From a dataset of Peptide-MHC class II binding affinity with 134,281 pairs from IEDB. Regression. Given a peptide amino acid sequence and an MHC pseudo amino acid sequence, predict their binding affinity value. This is MHC class II binding data. The peptide sequence is NMYKDSHHPARTA. The MHC is HLA-DPA10103-DPB10401 with pseudo-sequence HLA-DPA10103-DPB10401. The binding affinity (normalized) is 0.444.